From a dataset of Merck oncology drug combination screen with 23,052 pairs across 39 cell lines. Regression. Given two drug SMILES strings and cell line genomic features, predict the synergy score measuring deviation from expected non-interaction effect. (1) Drug 1: CC1CC2C3CCC4=CC(=O)C=CC4(C)C3(F)C(O)CC2(C)C1(O)C(=O)CO. Drug 2: Cc1nc(Nc2ncc(C(=O)Nc3c(C)cccc3Cl)s2)cc(N2CCN(CCO)CC2)n1. Cell line: VCAP. Synergy scores: synergy=-24.5. (2) Drug 1: CN(Cc1cnc2nc(N)nc(N)c2n1)c1ccc(C(=O)NC(CCC(=O)O)C(=O)O)cc1. Drug 2: N#Cc1ccc(Cn2cncc2CN2CCN(c3cccc(Cl)c3)C(=O)C2)cc1. Cell line: UWB1289. Synergy scores: synergy=-0.515. (3) Drug 1: N.N.O=C(O)C1(C(=O)O)CCC1.[Pt]. Drug 2: C=CCn1c(=O)c2cnc(Nc3ccc(N4CCN(C)CC4)cc3)nc2n1-c1cccc(C(C)(C)O)n1. Cell line: HCT116. Synergy scores: synergy=7.20. (4) Drug 1: NC(=O)c1cccc2cn(-c3ccc(C4CCCNC4)cc3)nc12. Drug 2: COC1=C2CC(C)CC(OC)C(O)C(C)C=C(C)C(OC(N)=O)C(OC)C=CC=C(C)C(=O)NC(=CC1=O)C2=O. Cell line: A2780. Synergy scores: synergy=6.86. (5) Drug 1: CS(=O)(=O)CCNCc1ccc(-c2ccc3ncnc(Nc4ccc(OCc5cccc(F)c5)c(Cl)c4)c3c2)o1. Synergy scores: synergy=25.9. Cell line: A375. Drug 2: O=C(NOCC(O)CO)c1ccc(F)c(F)c1Nc1ccc(I)cc1F.